Dataset: Forward reaction prediction with 1.9M reactions from USPTO patents (1976-2016). Task: Predict the product of the given reaction. (1) Given the reactants [CH3:1][O:2][CH2:3][CH2:4][C:5]1[CH:10]=[CH:9][C:8]([OH:11])=[CH:7][CH:6]=1.[CH3:12][N:13]([C:17]1[CH:22]=[CH:21][CH:20]=[CH:19][CH:18]=1)[C:14](Cl)=[O:15], predict the reaction product. The product is: [CH3:1][O:2][CH2:3][CH2:4][C:5]1[CH:10]=[CH:9][C:8]([O:11][C:14](=[O:15])[N:13]([CH3:12])[C:17]2[CH:22]=[CH:21][CH:20]=[CH:19][CH:18]=2)=[CH:7][CH:6]=1. (2) The product is: [Cl:1][C:2]1[C:10]([Cl:11])=[CH:9][CH:8]=[C:7]2[C:3]=1[C:4]([OH:13])([C:18]1[CH:23]=[C:22]([CH3:24])[CH:21]=[CH:20][C:19]=1[O:25][CH3:26])[C:5](=[O:12])[NH:6]2. Given the reactants [Cl:1][C:2]1[C:10]([Cl:11])=[CH:9][CH:8]=[C:7]2[C:3]=1[C:4](=[O:13])[C:5](=[O:12])[NH:6]2.[H-].[Na+].Br[Mg][C:18]1[CH:23]=[C:22]([CH3:24])[CH:21]=[CH:20][C:19]=1[O:25][CH3:26].[Cl-].[NH4+], predict the reaction product. (3) Given the reactants [CH3:1][N:2]([CH3:12])[C:3]1[N:8]=[CH:7][N:6]=[C:5]2[NH:9][N:10]=[CH:11][C:4]=12.[I:13]N1C(=O)CCC1=O, predict the reaction product. The product is: [I:13][C:11]1[C:4]2[C:5](=[N:6][CH:7]=[N:8][C:3]=2[N:2]([CH3:12])[CH3:1])[NH:9][N:10]=1. (4) Given the reactants [NH:1]1[CH2:5][CH2:4][CH2:3][C@@H:2]1[C:6]([O:8][C:9]([CH3:12])([CH3:11])[CH3:10])=[O:7].C(=O)([O-])[O-].[K+].[K+].[I-].[K+].[CH3:21][C:22]1[CH:27]=[C:26]([CH3:28])[CH:25]=[C:24]([CH3:29])[C:23]=1[S:30]([O:33][C:34]1[C:39]([CH2:40][C:41]2[CH:46]=[CH:45][C:44]([O:47][CH2:48][CH2:49][CH2:50]OS(C)(=O)=O)=[CH:43][C:42]=2[O:56][CH3:57])=[C:38]([CH3:58])[N:37]=[C:36]([NH2:59])[N:35]=1)(=[O:32])=[O:31], predict the reaction product. The product is: [NH2:59][C:36]1[N:35]=[C:34]([O:33][S:30]([C:23]2[C:24]([CH3:29])=[CH:25][C:26]([CH3:28])=[CH:27][C:22]=2[CH3:21])(=[O:32])=[O:31])[C:39]([CH2:40][C:41]2[CH:46]=[CH:45][C:44]([O:47][CH2:48][CH2:49][CH2:50][N:1]3[CH2:5][CH2:4][CH2:3][C@@H:2]3[C:6]([O:8][C:9]([CH3:12])([CH3:11])[CH3:10])=[O:7])=[CH:43][C:42]=2[O:56][CH3:57])=[C:38]([CH3:58])[N:37]=1. (5) Given the reactants [Cl:1][C:2]1[CH:7]=[CH:6][C:5]([C:8]2[N:12]([CH:13]([CH:17]3[CH2:22][CH2:21][CH2:20][CH2:19][CH2:18]3)[C:14]([OH:16])=O)[C:11]3[CH:23]=[C:24]([F:28])[C:25]([F:27])=[CH:26][C:10]=3[N:9]=2)=[CH:4][CH:3]=1.[NH2:29][C:30]1[CH:37]=[CH:36][C:33]([C:34]#[N:35])=[CH:32][C:31]=1[Cl:38], predict the reaction product. The product is: [Cl:38][C:31]1[CH:32]=[C:33]([C:34]#[N:35])[CH:36]=[CH:37][C:30]=1[NH:29][C:14](=[O:16])[CH:13]([N:12]1[C:11]2[CH:23]=[C:24]([F:28])[C:25]([F:27])=[CH:26][C:10]=2[N:9]=[C:8]1[C:5]1[CH:4]=[CH:3][C:2]([Cl:1])=[CH:7][CH:6]=1)[CH:17]1[CH2:18][CH2:19][CH2:20][CH2:21][CH2:22]1. (6) Given the reactants [CH:1]([O:4][C:5]([N:7]1[CH:12]([CH2:13][CH3:14])[CH2:11][CH:10]([N:15]([CH2:23][C:24]2[CH:29]=[C:28]([C:30]([F:33])([F:32])[F:31])[CH:27]=[C:26]([Cl:34])[CH:25]=2)[C:16]2[N:21]=[CH:20][C:19]([OH:22])=[CH:18][N:17]=2)[CH2:9][CH:8]1[CH2:35][C:36]1[CH:41]=[CH:40][CH:39]=[CH:38][CH:37]=1)=[O:6])([CH3:3])[CH3:2].Br[CH2:43][CH2:44][OH:45].C(=O)([O-])[O-].[K+].[K+].O, predict the reaction product. The product is: [CH:1]([O:4][C:5]([N:7]1[CH:12]([CH2:13][CH3:14])[CH2:11][CH:10]([N:15]([CH2:23][C:24]2[CH:29]=[C:28]([C:30]([F:33])([F:31])[F:32])[CH:27]=[C:26]([Cl:34])[CH:25]=2)[C:16]2[N:21]=[CH:20][C:19]([O:22][CH2:43][CH2:44][OH:45])=[CH:18][N:17]=2)[CH2:9][CH:8]1[CH2:35][C:36]1[CH:37]=[CH:38][CH:39]=[CH:40][CH:41]=1)=[O:6])([CH3:2])[CH3:3].